From a dataset of Full USPTO retrosynthesis dataset with 1.9M reactions from patents (1976-2016). Predict the reactants needed to synthesize the given product. (1) Given the product [CH3:27][O:34][C:33]1[N:11]=[CH:8][CH:7]=[C:29]2[C:45]([C:2]3[CH:17]=[C:16]([S:18]([N:21]4[CH2:25][CH2:24][CH2:23][CH2:22]4)(=[O:20])=[O:19])[CH:15]=[CH:14][C:3]=3[O:4][C@H:5]3[CH2:10][CH2:9][C@H:8]([N:11]([CH3:13])[CH3:12])[CH2:7][CH2:6]3)=[CH:22][N:21]([CH3:25])[C:35]=12, predict the reactants needed to synthesize it. The reactants are: Br[C:2]1[CH:17]=[C:16]([S:18]([N:21]2[CH2:25][CH2:24][CH2:23][CH2:22]2)(=[O:20])=[O:19])[CH:15]=[CH:14][C:3]=1[O:4][C@H:5]1[CH2:10][CH2:9][C@H:8]([N:11]([CH3:13])[CH3:12])[CH2:7][CH2:6]1.C[C:27]12CC3(C)P(C4C=CC=CC=4)[C:33](C)([CH2:35][C:29]([CH3:45])(O3)O1)[O:34]2. (2) Given the product [CH3:8][C:9]1[CH:10]=[CH:11][C:12]([C:15]2[CH:16]=[C:17]([CH:21]=[C:22]([C:24]3[CH2:28][C@H:27]([C:29]4[CH:34]=[CH:33][CH:32]=[CH:31][N:30]=4)[O:26][N:25]=3)[CH:23]=2)[C:18]([NH:46][C@@H:44]([C:41]2[CH:42]=[N:43][C:3]([C:2]([F:7])([F:6])[F:1])=[CH:39][CH:40]=2)[CH3:45])=[O:19])=[N:13][CH:14]=1, predict the reactants needed to synthesize it. The reactants are: [F:1][C:2]([F:7])([F:6])[C:3](O)=O.[CH3:8][C:9]1[CH:10]=[CH:11][C:12]([C:15]2[CH:16]=[C:17]([CH:21]=[C:22]([C:24]3[CH2:28][C@H:27]([C:29]4[CH:34]=[CH:33][CH:32]=[CH:31][N:30]=4)[O:26][N:25]=3)[CH:23]=2)[C:18](O)=[O:19])=[N:13][CH:14]=1.Cl.FC(F)(F)C1[N:43]=[CH:42][C:41]([C@H:44]([NH2:46])[CH3:45])=[CH:40][CH:39]=1.C(Cl)CCl.C1C=NC2N(O)N=NC=2C=1.C(N(CC)CC)C.C(=O)(O)[O-].[Na+]. (3) Given the product [CH2:14]([O:21][C:2]1[CH:3]=[C:4]([CH:8]=[C:9]([O:21][CH2:14][C:15]2[CH:20]=[CH:19][CH:18]=[CH:17][CH:16]=2)[N:10]=1)[C:5]([OH:7])=[O:6])[C:15]1[CH:20]=[CH:19][CH:18]=[CH:17][CH:16]=1, predict the reactants needed to synthesize it. The reactants are: Cl[C:2]1[CH:3]=[C:4]([CH:8]=[C:9](Cl)[N:10]=1)[C:5]([OH:7])=[O:6].[H-].[Na+].[CH2:14]([OH:21])[C:15]1[CH:20]=[CH:19][CH:18]=[CH:17][CH:16]=1.[H][H].